From a dataset of Orexin1 receptor HTS with 218,158 compounds and 233 confirmed actives. Binary Classification. Given a drug SMILES string, predict its activity (active/inactive) in a high-throughput screening assay against a specified biological target. The compound is O1CCN(CC1)c1ccc(cc1)/C=C\c1nc2c(c(c1)C(O)=O)cccc2. The result is 0 (inactive).